Dataset: Forward reaction prediction with 1.9M reactions from USPTO patents (1976-2016). Task: Predict the product of the given reaction. (1) Given the reactants Br[C:2]1[CH:3]=[C:4]([N:8]2[CH2:16][CH:15]3[CH2:17][N:11]4[CH2:12][CH:13]([CH2:18][CH:9]2[CH2:10]4)[CH2:14]3)[CH:5]=[N:6][CH:7]=1.[F:19][C:20]1[CH:21]=[C:22](B(O)O)[CH:23]=[CH:24][C:25]=1[O:26][CH3:27], predict the reaction product. The product is: [F:19][C:20]1[CH:21]=[C:22]([C:2]2[CH:3]=[C:4]([N:8]3[CH2:16][CH:15]4[CH2:17][N:11]5[CH2:12][CH:13]([CH2:18][CH:9]3[CH2:10]5)[CH2:14]4)[CH:5]=[N:6][CH:7]=2)[CH:23]=[CH:24][C:25]=1[O:26][CH3:27]. (2) Given the reactants CC1C=C(C(O)=O)C=CC=1C1C=CC=CC=1C(F)(F)F.Br[C:22]1[CH:31]=[CH:30][C:25]([C:26]([O:28][CH3:29])=[O:27])=[CH:24][C:23]=1[O:32][CH3:33].[CH3:34][C:35]1[C:36](B(O)O)=[CH:37][S:38][CH:39]=1, predict the reaction product. The product is: [CH3:33][O:32][C:23]1[CH:24]=[C:25]([CH:30]=[CH:31][C:22]=1[C:36]1[C:35]([CH3:34])=[CH:39][S:38][CH:37]=1)[C:26]([O:28][CH3:29])=[O:27].